This data is from NCI-60 drug combinations with 297,098 pairs across 59 cell lines. The task is: Regression. Given two drug SMILES strings and cell line genomic features, predict the synergy score measuring deviation from expected non-interaction effect. (1) Cell line: 786-0. Drug 2: C1=CN(C(=O)N=C1N)C2C(C(C(O2)CO)O)O.Cl. Synergy scores: CSS=36.2, Synergy_ZIP=-1.21, Synergy_Bliss=2.41, Synergy_Loewe=-21.4, Synergy_HSA=1.88. Drug 1: C1CCN(CC1)CCOC2=CC=C(C=C2)C(=O)C3=C(SC4=C3C=CC(=C4)O)C5=CC=C(C=C5)O. (2) Cell line: MDA-MB-435. Drug 2: CC1C(C(CC(O1)OC2CC(CC3=C2C(=C4C(=C3O)C(=O)C5=C(C4=O)C(=CC=C5)OC)O)(C(=O)CO)O)N)O.Cl. Synergy scores: CSS=29.4, Synergy_ZIP=-4.63, Synergy_Bliss=-1.72, Synergy_Loewe=-2.25, Synergy_HSA=0.186. Drug 1: C1=NC2=C(N=C(N=C2N1C3C(C(C(O3)CO)O)F)Cl)N. (3) Drug 1: CCC1(CC2CC(C3=C(CCN(C2)C1)C4=CC=CC=C4N3)(C5=C(C=C6C(=C5)C78CCN9C7C(C=CC9)(C(C(C8N6C=O)(C(=O)OC)O)OC(=O)C)CC)OC)C(=O)OC)O.OS(=O)(=O)O. Drug 2: COC1=C2C(=CC3=C1OC=C3)C=CC(=O)O2. Cell line: SNB-19. Synergy scores: CSS=23.1, Synergy_ZIP=0.773, Synergy_Bliss=0.582, Synergy_Loewe=-39.2, Synergy_HSA=-0.785. (4) Cell line: SW-620. Synergy scores: CSS=17.2, Synergy_ZIP=-4.43, Synergy_Bliss=0.265, Synergy_Loewe=-4.12, Synergy_HSA=2.00. Drug 1: C1CC2CC3=C(CC1C24CN(S(=O)(=O)N4)CC(F)(F)F)C=CC(=C3)C=CCN5CCC(CC5)C(F)(F)F. Drug 2: CC1CCC2CC(C(=CC=CC=CC(CC(C(=O)C(C(C(=CC(C(=O)CC(OC(=O)C3CCCCN3C(=O)C(=O)C1(O2)O)C(C)CC4CCC(C(C4)OC)OP(=O)(C)C)C)C)O)OC)C)C)C)OC.